This data is from Full USPTO retrosynthesis dataset with 1.9M reactions from patents (1976-2016). The task is: Predict the reactants needed to synthesize the given product. (1) The reactants are: [CH3:1][N:2]([CH3:17])[CH2:3][CH2:4][N:5]1[CH:13]=[C:12]2[C:7]([CH:8]=[CH:9][C:10]([N+:14]([O-])=O)=[CH:11]2)=[N:6]1.[Cl-].[NH4+]. Given the product [CH3:1][N:2]([CH3:17])[CH2:3][CH2:4][N:5]1[CH:13]=[C:12]2[C:7]([CH:8]=[CH:9][C:10]([NH2:14])=[CH:11]2)=[N:6]1, predict the reactants needed to synthesize it. (2) The reactants are: [Cl:1][C:2]1[CH:25]=[CH:24][C:5]([CH2:6][N:7]2[C:15]3[C:10](=[CH:11][C:12](/[CH:16]=[C:17]4/[C:18](=[O:23])[NH:19][C:20](=[O:22])[S:21]/4)=[CH:13][CH:14]=3)[CH:9]=[N:8]2)=[C:4]([C:26]([F:29])([F:28])[F:27])[CH:3]=1.[CH2:30]([NH:32][CH2:33][CH2:34]O)[CH3:31]. Given the product [Cl:1][C:2]1[CH:25]=[CH:24][C:5]([CH2:6][N:7]2[C:15]3[C:10](=[CH:11][C:12](/[CH:16]=[C:17]4/[C:18](=[O:23])[N:19]([CH2:31][CH2:30][NH:32][CH2:33][CH3:34])[C:20](=[O:22])[S:21]/4)=[CH:13][CH:14]=3)[CH:9]=[N:8]2)=[C:4]([C:26]([F:27])([F:29])[F:28])[CH:3]=1, predict the reactants needed to synthesize it. (3) Given the product [CH:1]1([CH:4]([OH:15])[CH2:5][O:6][CH2:7][CH:8]([OH:9])[CH2:12][OH:11])[CH2:2][CH2:3]1, predict the reactants needed to synthesize it. The reactants are: [CH:1]1([CH:4]([OH:15])[CH2:5][O:6][CH2:7][CH:8]2[CH2:12][O:11]C(C)(C)[O:9]2)[CH2:3][CH2:2]1.Cl.